From a dataset of Experimentally validated miRNA-target interactions with 360,000+ pairs, plus equal number of negative samples. Binary Classification. Given a miRNA mature sequence and a target amino acid sequence, predict their likelihood of interaction. (1) The miRNA is hsa-miR-548at-5p with sequence AAAAGUUAUUGCGGUUUUGGCU. The protein sequence of the target gene is MCGLQFSLPCLRLFLVVTCYLLLLLHKEILGCSSVCQLCTGRQINCRNLGLSSIPKNFPESTVFLYLTGNNISYINESELTGLHSLVALYLDNSNILYVYPKAFVQLRHLYFLFLNNNFIKRLDPGIFKGLLNLRNLYLQYNQVSFVPRGVFNDLVSVQYLNLQRNRLTVLGSGTFVGMVALRILDLSNNNILRISESGFQHLENLACLYLGSNNLTKVPSNAFEVLKSLRRLSLSHNPIEAIQPFAFKGLANLEYLLLKNSRIRNVTRDGFSGINNLKHLILSHNDLENLNSDTFSLLK.... Result: 0 (no interaction). (2) The miRNA is dme-miR-312-3p with sequence UAUUGCACUUGAGACGGCCUGA. The protein sequence of the target gene is MGNCLKSPTSDDISLLHESQSDRASFGEGTEPDQEPPPPYQEQVPVPIYHPTPSQTRLATQLTEEEQIRIAQRIGLIQHLPKGVYDPGRDGSEKKIRECVICMMDFVYGDPIRFLPCMHIYHLDCIDDWLMRSFTCPSCMEPVDAALLSSYETN. Result: 0 (no interaction). (3) The miRNA is hsa-miR-661 with sequence UGCCUGGGUCUCUGGCCUGCGCGU. The protein sequence of the target gene is MPKVVSRSVVCSDTRDREEYDDGEKPLHVYYCLCGQMVLVLDCQLEKLPMRPRDRSRVIDAAKHAHKFCNTEDEETTYLRRPEGIERQYRKKCAKCGLPLFYQSQPKNAPVTFIVDGAVVKFGQGFGKTNIYTQKQEPPKKVMMTKRTKDMGKFSSVTVSTIDEEEEEIEAREVADSYAQNAKVIEKQLERKGMSKRRLQELAELEAKKAKMKGTLIDNQFK. Result: 0 (no interaction).